Task: Predict which catalyst facilitates the given reaction.. Dataset: Catalyst prediction with 721,799 reactions and 888 catalyst types from USPTO (1) Reactant: Br[CH2:2][CH2:3][C:4]1[CH:9]=[C:8]([O:10][CH3:11])[C:7]([N+:12]([O-:14])=[O:13])=[CH:6][C:5]=1[Cl:15].C([N:18]([CH2:21]C)[CH2:19]C)C.[F:23][C:24]1[CH:31]=CC(CN)=[CH:26][CH:25]=1.O. Product: [Cl:15][C:5]1[CH:6]=[C:7]([N+:12]([O-:14])=[O:13])[C:8]([O:10][CH3:11])=[CH:9][C:4]=1[C:3]1[CH:31]=[C:24]([F:23])[CH:25]=[CH:26][C:2]=1[CH2:21][NH:18][CH3:19]. The catalyst class is: 16. (2) Reactant: Br[C:2]1[CH:3]=[C:4]([NH:8][C@@H:9]([C:12]2[CH:17]=[CH:16][C:15]([Cl:18])=[C:14]([CH3:19])[CH:13]=2)[CH2:10][CH3:11])[CH:5]=[CH:6][CH:7]=1.[Li]C(C)(C)C.CN([CH:28]=[O:29])C. Product: [Cl:18][C:15]1[CH:16]=[CH:17][C:12]([C@H:9]([NH:8][C:4]2[CH:3]=[C:2]([CH:7]=[CH:6][CH:5]=2)[CH:28]=[O:29])[CH2:10][CH3:11])=[CH:13][C:14]=1[CH3:19]. The catalyst class is: 28. (3) Reactant: [CH2:1]([O:3][C:4]1[CH:9]=[CH:8][C:7]([CH2:10][C:11]([NH:13][C:14]2[CH:19]=[C:18]([N:20]([CH3:27])[C:21](=[O:26])[CH2:22][CH:23]([CH3:25])[CH3:24])[CH:17]=[CH:16][C:15]=2[N+:28]([O-])=O)=[O:12])=[CH:6][CH:5]=1)[CH3:2]. Product: [CH2:1]([O:3][C:4]1[CH:5]=[CH:6][C:7]([CH2:10][C:11]([NH:13][C:14]2[CH:19]=[C:18]([N:20]([CH3:27])[C:21](=[O:26])[CH2:22][CH:23]([CH3:24])[CH3:25])[CH:17]=[CH:16][C:15]=2[NH2:28])=[O:12])=[CH:8][CH:9]=1)[CH3:2]. The catalyst class is: 99. (4) Reactant: [OH:1][C:2]1([C:17]2[CH:22]=[CH:21][C:20]([OH:23])=[CH:19][C:18]=2[CH2:24][OH:25])[CH2:7][CH2:6][N:5]([CH2:8][CH2:9][C:10]([O:12][C:13]([CH3:16])([CH3:15])[CH3:14])=[O:11])[CH2:4][CH2:3]1.C([O-])([O-])=O.[K+].[K+].BrC[CH2:34][C:35]1[C:40]([Cl:41])=[CH:39][CH:38]=[CH:37][C:36]=1[Cl:42]. Product: [Cl:41][C:40]1[CH:39]=[CH:38][CH:37]=[C:36]([Cl:42])[C:35]=1[CH2:34][O:23][C:20]1[CH:21]=[CH:22][C:17]([C:2]2([OH:1])[CH2:7][CH2:6][N:5]([CH2:8][CH2:9][C:10]([O:12][C:13]([CH3:16])([CH3:14])[CH3:15])=[O:11])[CH2:4][CH2:3]2)=[C:18]([CH2:24][OH:25])[CH:19]=1. The catalyst class is: 21. (5) Reactant: C([O:3][C:4]([C:6]1([S:20]([C:23]2[CH:28]=[CH:27][C:26]([O:29][CH3:30])=[CH:25][CH:24]=2)(=[O:22])=[O:21])[CH2:11][CH2:10][N:9]([CH2:12][C:13]2[CH:18]=[CH:17][C:16]([F:19])=[CH:15][CH:14]=2)[CH2:8][CH2:7]1)=[O:5])C. Product: [F:19][C:16]1[CH:15]=[CH:14][C:13]([CH2:12][N:9]2[CH2:10][CH2:11][C:6]([S:20]([C:23]3[CH:24]=[CH:25][C:26]([O:29][CH3:30])=[CH:27][CH:28]=3)(=[O:22])=[O:21])([C:4]([OH:5])=[O:3])[CH2:7][CH2:8]2)=[CH:18][CH:17]=1. The catalyst class is: 702.